Dataset: Peptide-MHC class I binding affinity with 185,985 pairs from IEDB/IMGT. Task: Regression. Given a peptide amino acid sequence and an MHC pseudo amino acid sequence, predict their binding affinity value. This is MHC class I binding data. (1) The peptide sequence is YPMDNVINF. The MHC is H-2-Kd with pseudo-sequence H-2-Kd. The binding affinity (normalized) is 0.228. (2) The peptide sequence is KTGETSVPK. The MHC is HLA-A32:01 with pseudo-sequence HLA-A32:01. The binding affinity (normalized) is 0.764. (3) The peptide sequence is DRFYKTLRA. The MHC is HLA-B40:01 with pseudo-sequence HLA-B40:01. The binding affinity (normalized) is 0.0754. (4) The peptide sequence is VSCDFNNGI. The MHC is HLA-B15:01 with pseudo-sequence HLA-B15:01. The binding affinity (normalized) is 0.0675.